The task is: Predict the reaction yield, written as a fraction of the theoretical maximum amount of product (1.0 means a 100% yield; for example, 0.34 means a 34% yield).. This data is from Reaction yield outcomes from USPTO patents with 853,638 reactions. (1) The reactants are [NH2:1][C:2]1[CH:7]=[CH:6][C:5]([C:8]([F:11])([F:10])[F:9])=[CH:4][CH:3]=1.C(N(CC)CC)C.[CH3:19][C:20]([CH3:25])([CH3:24])[C:21](Cl)=[O:22]. The catalyst is ClCCl. The product is [F:11][C:8]([F:9])([F:10])[C:5]1[CH:6]=[CH:7][C:2]([NH:1][C:21](=[O:22])[C:20]([CH3:25])([CH3:24])[CH3:19])=[CH:3][CH:4]=1. The yield is 0.980. (2) The reactants are [CH3:1][O:2][C:3]1[CH:8]=[CH:7][C:6]([CH:9]([C:11]2[CH:16]=[CH:15][C:14]([O:17][CH3:18])=[CH:13][CH:12]=2)O)=[CH:5][CH:4]=1.N1C=CC=CC=1.P(Br)(Br)[Br:26]. The catalyst is C1(C)C=CC=CC=1. The product is [Br:26][CH:9]([C:11]1[CH:16]=[CH:15][C:14]([O:17][CH3:18])=[CH:13][CH:12]=1)[C:6]1[CH:7]=[CH:8][C:3]([O:2][CH3:1])=[CH:4][CH:5]=1. The yield is 0.310.